Task: Predict the reactants needed to synthesize the given product.. Dataset: Full USPTO retrosynthesis dataset with 1.9M reactions from patents (1976-2016) (1) Given the product [CH3:40][C:39]([CH3:42])([CH3:41])[CH2:38][O:37][C:35]([N:29]1[CH2:28][CH2:27][CH:26]([N:23]2[C:19]3=[N:20][CH:21]=[N:22][C:17]([O:16][C:15]4[CH:14]=[CH:13][C:12]([S:9]([CH3:8])(=[O:11])=[O:10])=[CH:33][CH:32]=4)=[C:18]3[CH:25]=[N:24]2)[CH2:31][CH2:30]1)=[O:36], predict the reactants needed to synthesize it. The reactants are: FC(F)(F)C(O)=O.[CH3:8][S:9]([C:12]1[CH:33]=[CH:32][C:15]([O:16][C:17]2[N:22]=[CH:21][N:20]=[C:19]3[N:23]([CH:26]4[CH2:31][CH2:30][NH:29][CH2:28][CH2:27]4)[N:24]=[CH:25][C:18]=23)=[CH:14][CH:13]=1)(=[O:11])=[O:10].Cl[C:35]([O:37][CH2:38][C:39]([CH3:42])([CH3:41])[CH3:40])=[O:36]. (2) Given the product [CH3:32][O:33][C:34]([C:36]1[CH:41]=[CH:40][CH:39]=[CH:38][C:37]=1[C:2]1[CH:24]=[C:23]([F:25])[CH:22]=[CH:21][C:3]=1[O:4][CH2:5][C:6]([N:8]([CH:18]([CH3:20])[CH3:19])[NH:9][C:10](=[O:17])[C:11]1[CH:16]=[CH:15][CH:14]=[CH:13][CH:12]=1)=[O:7])=[O:35], predict the reactants needed to synthesize it. The reactants are: Br[C:2]1[CH:24]=[C:23]([F:25])[CH:22]=[CH:21][C:3]=1[O:4][CH2:5][C:6]([N:8]([CH:18]([CH3:20])[CH3:19])[NH:9][C:10](=[O:17])[C:11]1[CH:16]=[CH:15][CH:14]=[CH:13][CH:12]=1)=[O:7].C([O-])([O-])=O.[Na+].[Na+].[CH3:32][O:33][C:34]([C:36]1[CH:41]=[CH:40][CH:39]=[CH:38][C:37]=1B(O)O)=[O:35].